Dataset: Full USPTO retrosynthesis dataset with 1.9M reactions from patents (1976-2016). Task: Predict the reactants needed to synthesize the given product. (1) The reactants are: [OH:1][C:2]1[CH:3]=[N:4][CH:5]=[CH:6][CH:7]=1.C(=O)([O-])[O-].[Cs+].[Cs+].O1C2C=CC(O[CH2:24][CH:25]3[CH2:30][CH2:29][CH2:28][N:27]([C:31]([C:33]4([C:37]5[CH:42]=[CH:41][C:40]([Cl:43])=[CH:39][CH:38]=5)[CH2:36][CH2:35][CH2:34]4)=[O:32])[CH2:26]3)=CC=2OC1. Given the product [Cl:43][C:40]1[CH:41]=[CH:42][C:37]([C:33]2([C:31]([N:27]3[CH2:28][CH2:29][CH2:30][CH:25]([CH2:24][O:1][C:2]4[CH:3]=[N:4][CH:5]=[CH:6][CH:7]=4)[CH2:26]3)=[O:32])[CH2:36][CH2:35][CH2:34]2)=[CH:38][CH:39]=1, predict the reactants needed to synthesize it. (2) Given the product [CH3:1][O:2][CH2:3][CH:4]1[CH2:9][O:8][C:7]2[CH:10]=[C:11]([N+:17]([O-:19])=[O:18])[C:12]([C:14]([OH:16])=[O:15])=[CH:13][C:6]=2[O:5]1, predict the reactants needed to synthesize it. The reactants are: [CH3:1][O:2][CH2:3][CH:4]1[CH2:9][O:8][C:7]2[CH:10]=[CH:11][C:12]([C:14]([OH:16])=[O:15])=[CH:13][C:6]=2[O:5]1.[N+:17]([O-])([OH:19])=[O:18].S(=O)(=O)(O)O.O. (3) Given the product [ClH:33].[CH3:31][N:30]([CH3:32])[C:21]1([C:24]2[CH:29]=[CH:28][CH:27]=[CH:26][CH:25]=2)[CH2:22][CH2:23][CH:18]([CH2:17][NH:16][C:13](=[O:15])[CH2:12][CH2:11][CH2:10][C:3]2[C:4]3[C:9](=[CH:8][CH:7]=[CH:6][CH:5]=3)[NH:1][CH:2]=2)[CH2:19][CH2:20]1.[CH3:31][N:30]([CH3:32])[C:21]1([C:24]2[CH:25]=[CH:26][CH:27]=[CH:28][CH:29]=2)[CH2:20][CH2:19][CH:18]([CH2:17][NH:16][C:34](=[O:35])[CH:10]([C:3]2[C:4]3[C:9](=[CH:8][CH:7]=[CH:6][CH:5]=3)[NH:1][CH:2]=2)[CH2:11][CH3:12])[CH2:23][CH2:22]1, predict the reactants needed to synthesize it. The reactants are: [NH:1]1[C:9]2[C:4](=[CH:5][CH:6]=[CH:7][CH:8]=2)[C:3]([CH2:10][CH2:11][CH2:12][C:13]([OH:15])=O)=[CH:2]1.[NH2:16][CH2:17][CH:18]1[CH2:23][CH2:22][C:21]([N:30]([CH3:32])[CH3:31])([C:24]2[CH:29]=[CH:28][CH:27]=[CH:26][CH:25]=2)[CH2:20][CH2:19]1.[Cl-:33].[CH3:34][O:35]C1N=C(OC)N=C([N+]2(C)CCOCC2)N=1.Cl. (4) Given the product [CH3:16][O:17][C:18]([C:20]1[O:24][N:23]=[C:22]([O:14][CH2:13][C:12]2[C:8]([C:5]3[CH:4]=[CH:3][C:2]([F:1])=[CH:7][CH:6]=3)=[N:9][O:10][C:11]=2[CH3:15])[CH:21]=1)=[O:19], predict the reactants needed to synthesize it. The reactants are: [F:1][C:2]1[CH:7]=[CH:6][C:5]([C:8]2[C:12]([CH2:13][OH:14])=[C:11]([CH3:15])[O:10][N:9]=2)=[CH:4][CH:3]=1.[CH3:16][O:17][C:18]([C:20]1[O:24][NH:23][C:22](=O)[CH:21]=1)=[O:19].C1(P(C2C=CC=CC=2)C2C=CC=CC=2)C=CC=CC=1.N(C(OCC)=O)=NC(OCC)=O. (5) Given the product [OH:13][CH2:14][C:15]1[CH:20]=[C:19]([C:2]2[N:7]=[C:6]([C:8]([O:10][CH3:11])=[O:9])[C:5]([CH3:12])=[CH:4][CH:3]=2)[CH:18]=[CH:17][CH:16]=1, predict the reactants needed to synthesize it. The reactants are: Cl[C:2]1[N:7]=[C:6]([C:8]([O:10][CH3:11])=[O:9])[C:5]([CH3:12])=[CH:4][CH:3]=1.[OH:13][CH2:14][C:15]1[CH:16]=[C:17](B(O)O)[CH:18]=[CH:19][CH:20]=1.C([O-])([O-])=O.[K+].[K+].C(Cl)Cl. (6) Given the product [F:27][C:28]1[CH:33]=[CH:32][C:31]([N:34]2[C:38]([C:39]([OH:41])=[O:40])=[C:37]([CH3:44])[N:36]=[C:35]2[S:45][CH2:46][C:47]2[C:52]([F:53])=[CH:51][CH:50]=[C:49]([F:54])[C:48]=2[F:55])=[CH:30][CH:29]=1, predict the reactants needed to synthesize it. The reactants are: FC1C=CC(N2C(C(O)=O)=CN=C2SCC2C(F)=CC=C(F)C=2F)=CC=1.[F:27][C:28]1[CH:33]=[CH:32][C:31]([N:34]2[C:38]([C:39]([O:41]CC)=[O:40])=[C:37]([CH3:44])[N:36]=[C:35]2[S:45][CH2:46][C:47]2[C:52]([F:53])=[CH:51][CH:50]=[C:49]([F:54])[C:48]=2[F:55])=[CH:30][CH:29]=1.[Li+].[OH-]. (7) Given the product [C:3]1([C@@:9]2([CH2:21][OH:22])[CH2:11][C@H:10]2[CH2:12][O:13][CH2:14][C:15]2[CH:20]=[CH:19][CH:18]=[CH:17][CH:16]=2)[CH:4]=[CH:5][CH:6]=[CH:7][CH:8]=1, predict the reactants needed to synthesize it. The reactants are: [BH4-].[Na+].[C:3]1([C@@:9]2([CH:21]=[O:22])[CH2:11][C@H:10]2[CH2:12][O:13][CH2:14][C:15]2[CH:20]=[CH:19][CH:18]=[CH:17][CH:16]=2)[CH:8]=[CH:7][CH:6]=[CH:5][CH:4]=1. (8) Given the product [ClH:1].[ClH:1].[CH3:63][O:62][C:48]1[CH:49]=[C:50]2[C:55](=[CH:56][C:47]=1[CH2:46][NH:45][C@H:41]1[CH2:42][CH2:43][CH2:44][NH:39][C@H:40]1[C:64]1[CH:65]=[CH:66][CH:67]=[CH:68][CH:69]=1)[C:54]([CH3:61])([C:57]([F:60])([F:58])[F:59])[O:53][CH2:52][CH2:51]2, predict the reactants needed to synthesize it. The reactants are: [ClH:1].Cl.COC1C=C2C(C(C(F)(F)F)OC2)=CC=1CN[C@H]1CCCN[C@H]1C1C=CC=CC=1.C(OC([N:39]1[CH2:44][CH2:43][CH2:42][C@H:41]([NH:45][CH2:46][C:47]2[CH:56]=[C:55]3[C:50]([CH2:51][CH2:52][O:53][C:54]3([CH3:61])[C:57]([F:60])([F:59])[F:58])=[CH:49][C:48]=2[O:62][CH3:63])[C@@H:40]1[C:64]1[CH:69]=[CH:68][CH:67]=[CH:66][CH:65]=1)=O)(C)(C)C. (9) Given the product [Si:1]([O:8][C@H:9]1[CH2:10][C@H:11]([N:23]2[C:27]3[N:28]=[C:29]([CH3:34])[N:30]=[C:31]([Cl:32])[C:26]=3[CH:25]=[CH:24]2)[CH2:12][C@H:13]1[CH2:14][OH:15])([C:4]([CH3:7])([CH3:5])[CH3:6])([CH3:3])[CH3:2], predict the reactants needed to synthesize it. The reactants are: [Si:1]([O:8][C@@H:9]1[C@H:13]([CH2:14][O:15][Si](C(C)(C)C)(C)C)[CH2:12][C@@H:11]([N:23]2[C:27]3[N:28]=[CH:29][N:30]=[C:31]([Cl:32])[C:26]=3[CH:25]=[CH:24]2)[CH2:10]1)([C:4]([CH3:7])([CH3:6])[CH3:5])([CH3:3])[CH3:2].Cl.[C:34](=O)(O)[O-].[Na+]. (10) Given the product [Cl:1][C:2]1[CH:16]=[CH:15][CH:14]=[CH:13][C:3]=1[O:4][CH2:5][C:6]([C:11]#[N:12])([CH3:10])[C:7]([OH:9])=[O:8].[F:59][C:60]([F:69])([F:70])[C:61]1[CH:68]=[CH:67][C:64]([C:65]([NH2:66])=[O:33])=[CH:63][CH:62]=1, predict the reactants needed to synthesize it. The reactants are: [Cl:1][C:2]1[CH:16]=[CH:15][CH:14]=[CH:13][C:3]=1[O:4][CH2:5][C:6]([C:11]#[N:12])([CH3:10])[C:7]([OH:9])=[O:8].F[P-](F)(F)(F)(F)F.N1([O:33][P+](N2CCCC2)(N2CCCC2)N2CCCC2)C2C=CC=CC=2N=N1.CCN(C(C)C)C(C)C.[F:59][C:60]([F:70])([F:69])[C:61]1[CH:68]=[CH:67][C:64]([CH2:65][NH2:66])=[CH:63][CH:62]=1.